The task is: Predict the product of the given reaction.. This data is from Forward reaction prediction with 1.9M reactions from USPTO patents (1976-2016). (1) Given the reactants Cl.[F:2][C:3]1[CH:23]=[C:22]([S:24]([CH3:27])(=[O:26])=[O:25])[CH:21]=[CH:20][C:4]=1[O:5][C:6]1[C:11]([CH3:12])=[C:10]([O:13][CH:14]2[CH2:19][CH2:18][NH:17][CH2:16][CH2:15]2)[N:9]=[CH:8][N:7]=1.Br[CH2:29][C:30](=[O:33])[CH2:31][CH3:32].C(N(CC)CC)C, predict the reaction product. The product is: [F:2][C:3]1[CH:23]=[C:22]([S:24]([CH3:27])(=[O:25])=[O:26])[CH:21]=[CH:20][C:4]=1[O:5][C:6]1[N:7]=[CH:8][N:9]=[C:10]([O:13][CH:14]2[CH2:19][CH2:18][N:17]([CH2:29][C:30](=[O:33])[CH2:31][CH3:32])[CH2:16][CH2:15]2)[C:11]=1[CH3:12]. (2) Given the reactants Cl[C:2]1[N:3]=[CH:4][C:5]2[N:11]([CH3:12])[C:10](=[O:13])[CH:9]([CH3:14])[CH2:8][N:7]([CH:15]3[CH2:20][CH2:19][O:18][CH2:17][CH2:16]3)[C:6]=2[N:21]=1.[NH2:22][C:23]1[CH:38]=[CH:37][C:26]([C:27]([NH:29][CH:30]2[CH2:35][CH2:34][N:33]([CH3:36])[CH2:32][CH2:31]2)=[O:28])=[CH:25][C:24]=1[O:39][CH3:40].O.C1(C)C=CC(S(O)(=O)=O)=CC=1, predict the reaction product. The product is: [CH3:12][N:11]1[C:10](=[O:13])[CH:9]([CH3:14])[CH2:8][N:7]([CH:15]2[CH2:20][CH2:19][O:18][CH2:17][CH2:16]2)[C:6]2[N:21]=[C:2]([NH:22][C:23]3[CH:38]=[CH:37][C:26]([C:27]([NH:29][CH:30]4[CH2:31][CH2:32][N:33]([CH3:36])[CH2:34][CH2:35]4)=[O:28])=[CH:25][C:24]=3[O:39][CH3:40])[N:3]=[CH:4][C:5]1=2. (3) The product is: [NH2:1][C:2]1[C:3]2[C:13]([O:14][CH2:15][C:16]([NH:19][C:20](=[O:28])[C:21]3[CH:26]=[CH:25][N:24]=[C:23]([C:34]4[CH:33]=[CH:32][CH:31]=[C:30]([OH:29])[CH:35]=4)[CH:22]=3)([CH3:18])[CH3:17])=[CH:12][CH:11]=[CH:10][C:4]=2[NH:5][S:6](=[O:9])(=[O:8])[N:7]=1. Given the reactants [NH2:1][C:2]1[C:3]2[C:13]([O:14][CH2:15][C:16]([NH:19][C:20](=[O:28])[C:21]3[CH:26]=[CH:25][N:24]=[C:23](Br)[CH:22]=3)([CH3:18])[CH3:17])=[CH:12][CH:11]=[CH:10][C:4]=2[NH:5][S:6](=[O:9])(=[O:8])[N:7]=1.[OH:29][C:30]1[CH:31]=[C:32](B(O)O)[CH:33]=[CH:34][CH:35]=1, predict the reaction product. (4) Given the reactants [Br:1][C:2]1[CH:7]=[CH:6][C:5]([CH2:8][OH:9])=[CH:4][C:3]=1[C:10]([F:13])([F:12])[F:11], predict the reaction product. The product is: [Br:1][C:2]1[CH:7]=[CH:6][C:5]([CH:8]=[O:9])=[CH:4][C:3]=1[C:10]([F:11])([F:12])[F:13]. (5) Given the reactants [CH3:1][O:2][C:3](=[O:18])[CH:4]([C:11]1[CH:16]=[CH:15][C:14](I)=[CH:13][CH:12]=1)[CH2:5][CH:6]1[CH2:10][CH2:9][CH2:8][CH2:7]1.[C:19]([C:21]1[CH:26]=[CH:25][CH:24]=[CH:23][N:22]=1)#[CH:20].[I-], predict the reaction product. The product is: [CH3:1][O:2][C:3](=[O:18])[CH:4]([C:11]1[CH:16]=[CH:15][C:14]([C:20]#[C:19][C:21]2[CH:26]=[CH:25][CH:24]=[CH:23][N:22]=2)=[CH:13][CH:12]=1)[CH2:5][CH:6]1[CH2:10][CH2:9][CH2:8][CH2:7]1. (6) Given the reactants Br[C:2]1[CH:3]=[CH:4][C:5]([F:15])=[C:6]([C:8]2[CH:13]=[CH:12][N:11]=[CH:10][C:9]=2[F:14])[CH:7]=1.[B:16]1([B:16]2[O:20][C:19]([CH3:22])([CH3:21])[C:18]([CH3:24])([CH3:23])[O:17]2)[O:20][C:19]([CH3:22])([CH3:21])[C:18]([CH3:24])([CH3:23])[O:17]1, predict the reaction product. The product is: [F:15][C:5]1[CH:4]=[CH:3][C:2]([B:16]2[O:20][C:19]([CH3:22])([CH3:21])[C:18]([CH3:24])([CH3:23])[O:17]2)=[CH:7][C:6]=1[C:8]1[CH:13]=[CH:12][N:11]=[CH:10][C:9]=1[F:14]. (7) The product is: [CH:1]1([CH:7]2[CH2:19][C:18]3[C:17]4[C:12](=[CH:13][CH:14]=[C:15]([C:20]([N:29]([CH2:28][C:27]([NH:26][CH:23]5[CH2:25][CH2:24]5)=[O:31])[CH3:30])=[O:21])[CH:16]=4)[NH:11][C:10]=3[CH2:9][CH2:8]2)[CH2:2][CH2:3][CH2:4][CH2:5][CH2:6]1. Given the reactants [CH:1]1([CH:7]2[CH2:19][C:18]3[C:17]4[C:12](=[CH:13][CH:14]=[C:15]([C:20](O)=[O:21])[CH:16]=4)[NH:11][C:10]=3[CH2:9][CH2:8]2)[CH2:6][CH2:5][CH2:4][CH2:3][CH2:2]1.[CH:23]1([NH:26][C:27](=[O:31])[CH2:28][NH:29][CH3:30])[CH2:25][CH2:24]1.CCN(C(C)C)C(C)C.CN(C(ON1N=NC2C=CC=NC1=2)=[N+](C)C)C.F[P-](F)(F)(F)(F)F, predict the reaction product. (8) The product is: [CH3:5][C:6]1[CH:7]=[C:8]([NH:9][C:3]([NH2:2])=[S:4])[CH:10]=[CH:11][C:12]=1[CH3:13]. Given the reactants [NH4+].[N:2]#[C:3][S-:4].[CH3:5][C:6]1[CH:7]=[C:8]([CH:10]=[CH:11][C:12]=1[CH3:13])[NH2:9], predict the reaction product. (9) Given the reactants [Cl:1][C:2]1[CH:3]=[C:4]([CH:20]=[CH:21][C:22]=1[Cl:23])[O:5][C:6]1[C:7](=[O:19])[NH:8][C:9](/[CH:16]=[N:17]/O)=[N:10][C:11]=1[C:12]([F:15])([F:14])[F:13].C(OC(=O)C)(=O)C.C([O-])(=O)C.[Na+].C(=O)([O-])[O-].[K+].[K+], predict the reaction product. The product is: [Cl:1][C:2]1[CH:3]=[C:4]([CH:20]=[CH:21][C:22]=1[Cl:23])[O:5][C:6]1[C:7](=[O:19])[NH:8][C:9]([C:16]#[N:17])=[N:10][C:11]=1[C:12]([F:15])([F:13])[F:14].